From a dataset of Forward reaction prediction with 1.9M reactions from USPTO patents (1976-2016). Predict the product of the given reaction. (1) Given the reactants [CH:1]([O:4][C:5](=[O:14])[C:6]1[CH:11]=[C:10]([NH2:12])[C:9]([NH2:13])=[N:8][CH:7]=1)([CH3:3])[CH3:2].[C:15]1(=O)[CH2:20]CC[CH2:17][CH2:16]1, predict the reaction product. The product is: [NH2:12][C:10]1[C:9]2[N:8]([C:15]([CH3:20])=[C:16]([CH3:17])[N:13]=2)[CH:7]=[C:6]([C:5]([O:4][CH:1]([CH3:3])[CH3:2])=[O:14])[CH:11]=1. (2) Given the reactants [Cl:1][C:2]1[CH:7]=[CH:6][C:5]([C:8]2[CH:13]=[CH:12][C:11]([CH3:14])=[C:10]([CH2:15][C:16]([NH:18][C:19]3[N:20]=[CH:21][S:22][C:23]=3[C:24]([O:26][CH3:27])=[O:25])=[O:17])[CH:9]=2)=[CH:4][CH:3]=1.C(=O)([O-])[O-].[Cs+].[Cs+].[I-].[Na+].[CH2:36](Br)[C:37]#[CH:38], predict the reaction product. The product is: [Cl:1][C:2]1[CH:7]=[CH:6][C:5]([C:8]2[CH:13]=[CH:12][C:11]([CH3:14])=[C:10]([CH2:15][C:16]([N:18]([CH2:38][C:37]#[CH:36])[C:19]3[N:20]=[CH:21][S:22][C:23]=3[C:24]([O:26][CH3:27])=[O:25])=[O:17])[CH:9]=2)=[CH:4][CH:3]=1. (3) Given the reactants C(OC([N:8]1[CH2:13][CH2:12][N:11]([CH2:14][C:15]2[N:16]([CH3:41])[C:17]3[C:22]([N:23]=2)=[C:21]([N:24]2[CH2:29][CH2:28][O:27][CH2:26][CH2:25]2)[N:20]=[C:19]([N:30]2[C:34]4[CH:35]=[CH:36][CH:37]=[CH:38][C:33]=4[N:32]=[C:31]2[CH2:39][CH3:40])[N:18]=3)[C:10](=[O:42])[CH:9]1[CH:43]([CH3:45])[CH3:44])=O)(C)(C)C.C(O)(C(F)(F)F)=O, predict the reaction product. The product is: [CH2:39]([C:31]1[N:30]([C:19]2[N:18]=[C:17]3[C:22]([N:23]=[C:15]([CH2:14][N:11]4[CH2:12][CH2:13][NH:8][CH:9]([CH:43]([CH3:45])[CH3:44])[C:10]4=[O:42])[N:16]3[CH3:41])=[C:21]([N:24]3[CH2:29][CH2:28][O:27][CH2:26][CH2:25]3)[N:20]=2)[C:34]2[CH:35]=[CH:36][CH:37]=[CH:38][C:33]=2[N:32]=1)[CH3:40]. (4) Given the reactants C(OC([N:8]1[CH2:13][CH2:12][CH:11]([CH2:14][NH:15][S:16]([C:19]2[C:20]([OH:38])=[C:21]([NH:26][C:27]([NH:29][C:30]3[CH:35]=[CH:34][CH:33]=[C:32]([Cl:36])[C:31]=3[Cl:37])=[O:28])[CH:22]=[CH:23][C:24]=2[Cl:25])(=[O:18])=[O:17])[CH2:10][CH2:9]1)=O)(C)(C)C.[F:39][C:40]([F:45])([F:44])[C:41]([OH:43])=[O:42], predict the reaction product. The product is: [F:39][C:40]([F:45])([F:44])[C:41]([OH:43])=[O:42].[Cl:25][C:24]1[CH:23]=[CH:22][C:21]([NH:26][C:27]([NH:29][C:30]2[CH:35]=[CH:34][CH:33]=[C:32]([Cl:36])[C:31]=2[Cl:37])=[O:28])=[C:20]([OH:38])[C:19]=1[S:16]([NH:15][CH2:14][CH:11]1[CH2:12][CH2:13][NH:8][CH2:9][CH2:10]1)(=[O:18])=[O:17]. (5) Given the reactants [NH2:1][C:2]1[CH:6]=[C:5]([CH3:7])[NH:4][N:3]=1.C(O[CH:11]=[C:12]([C:18]([C:20]([F:23])([F:22])[F:21])=O)[C:13]([O:15]CC)=[O:14])C, predict the reaction product. The product is: [CH3:7][C:5]1[CH:6]=[C:2]2[N:1]=[CH:11][C:12]([C:13]([OH:15])=[O:14])=[C:18]([C:20]([F:23])([F:22])[F:21])[N:3]2[N:4]=1. (6) Given the reactants Cl.Cl[C:3]1[S:4][C:5]2[C:6]([N:11]=1)=[N:7][CH:8]=[CH:9][CH:10]=2.C([O-])([O-])=O.[K+].[K+].[OH:18][CH2:19][C:20]1[CH:25]=[CH:24][C:23]([OH:26])=[CH:22][CH:21]=1, predict the reaction product. The product is: [S:4]1[C:5]2[C:6](=[N:7][CH:8]=[CH:9][CH:10]=2)[N:11]=[C:3]1[O:26][C:23]1[CH:24]=[CH:25][C:20]([CH2:19][OH:18])=[CH:21][CH:22]=1. (7) The product is: [NH:1]1[C:5]2[CH:6]=[CH:7][CH:8]=[CH:9][C:4]=2[N:3]=[C:2]1[CH2:10][N:11]([CH2:22][C:23]1[CH:30]=[CH:29][C:26]([CH2:27][NH:31][C:32]2[CH:36]=[CH:35][NH:34][N:33]=2)=[CH:25][CH:24]=1)[CH:12]1[C:21]2[N:20]=[CH:19][CH:18]=[CH:17][C:16]=2[CH2:15][CH2:14][CH2:13]1. Given the reactants [NH:1]1[C:5]2[CH:6]=[CH:7][CH:8]=[CH:9][C:4]=2[N:3]=[C:2]1[CH2:10][N:11]([CH2:22][C:23]1[CH:30]=[CH:29][C:26]([CH:27]=O)=[CH:25][CH:24]=1)[CH:12]1[C:21]2[N:20]=[CH:19][CH:18]=[CH:17][C:16]=2[CH2:15][CH2:14][CH2:13]1.[NH2:31][C:32]1[CH:36]=[CH:35][NH:34][N:33]=1.[BH-](OC(C)=O)(OC(C)=O)OC(C)=O.[Na+], predict the reaction product. (8) Given the reactants [H-].[Na+].Cl[CH2:4][C:5]([NH:7][C:8]([C:10]1[CH:15]=[CH:14][C:13]([C:16]2[CH:21]=[CH:20][CH:19]=[CH:18][CH:17]=2)=[CH:12][CH:11]=1)=[O:9])=[O:6], predict the reaction product. The product is: [C:13]1([C:16]2[CH:21]=[CH:20][CH:19]=[CH:18][CH:17]=2)[CH:14]=[CH:15][C:10]([C:8]2[O:9][CH2:4][C:5](=[O:6])[N:7]=2)=[CH:11][CH:12]=1. (9) Given the reactants [N:1]([C@@H:4]([CH2:22][C@H:23]([CH2:27][C:28]1[CH:33]=[CH:32][C:31]([O:34][CH3:35])=[C:30]([O:36][CH2:37][CH2:38][CH2:39][O:40][CH3:41])[CH:29]=1)[CH:24]([CH3:26])[CH3:25])[C@@H:5]([O:14][Si:15]([C:18]([CH3:21])([CH3:20])[CH3:19])([CH3:17])[CH3:16])[CH2:6][C@@H:7]([CH:11]([CH3:13])[CH3:12])[C:8]([OH:10])=O)=[N+:2]=[N-:3].CN(C(ON1N=NC2C=CC=CC1=2)=[N+](C)C)C.F[P-](F)(F)(F)(F)F.Cl.[NH2:67][CH2:68][C:69]1([OH:75])[CH2:74][CH2:73][O:72][CH2:71][CH2:70]1.CCN(CC)CC, predict the reaction product. The product is: [OH:75][C:69]1([CH2:68][NH:67][C:8](=[O:10])[C@H:7]([CH:11]([CH3:12])[CH3:13])[CH2:6][C@H:5]([O:14][Si:15]([C:18]([CH3:19])([CH3:21])[CH3:20])([CH3:16])[CH3:17])[C@@H:4]([N:1]=[N+:2]=[N-:3])[CH2:22][C@H:23]([CH2:27][C:28]2[CH:33]=[CH:32][C:31]([O:34][CH3:35])=[C:30]([O:36][CH2:37][CH2:38][CH2:39][O:40][CH3:41])[CH:29]=2)[CH:24]([CH3:26])[CH3:25])[CH2:74][CH2:73][O:72][CH2:71][CH2:70]1.